The task is: Predict the product of the given reaction.. This data is from Forward reaction prediction with 1.9M reactions from USPTO patents (1976-2016). (1) Given the reactants [CH3:1][O:2][C:3](=[O:15])[C:4]1[C:9](Cl)=[C:8]([C:11]([O:13][CH3:14])=[O:12])[CH:7]=[N:6][CH:5]=1.[CH3:16][O-:17].[Na+], predict the reaction product. The product is: [CH3:1][O:2][C:3](=[O:15])[C:4]1[C:9]([O:17][CH3:16])=[C:8]([C:11]([O:13][CH3:14])=[O:12])[CH:7]=[N:6][CH:5]=1. (2) The product is: [ClH:35].[ClH:51].[NH2:43][C@H:44]([C:48]([O:19][CH2:18][CH2:17][O:16][C:13]1[CH:12]=[CH:11][C:10]([C:6]2[C:5]([C:20]#[N:21])=[C:4]([S:22][CH2:23][C:24]3[N:25]=[C:26]([C:29]4[CH:30]=[CH:31][C:32]([Cl:35])=[CH:33][CH:34]=4)[S:27][CH:28]=3)[N:3]=[C:2]([NH2:1])[C:7]=2[C:8]#[N:9])=[CH:15][CH:14]=1)=[O:49])[CH:45]([CH3:47])[CH3:46]. Given the reactants [NH2:1][C:2]1[C:7]([C:8]#[N:9])=[C:6]([C:10]2[CH:15]=[CH:14][C:13]([O:16][CH2:17][CH2:18][OH:19])=[CH:12][CH:11]=2)[C:5]([C:20]#[N:21])=[C:4]([S:22][CH2:23][C:24]2[N:25]=[C:26]([C:29]3[CH:34]=[CH:33][C:32]([Cl:35])=[CH:31][CH:30]=3)[S:27][CH:28]=2)[N:3]=1.C([NH:43][C@H:44]([C:48](O)=[O:49])[CH:45]([CH3:47])[CH3:46])(OC(C)(C)C)=O.[ClH:51].CN(C)CCCN=C=NCC.[Cl-].[NH4+], predict the reaction product. (3) Given the reactants [C:1]([O:5][C:6](=[O:27])[NH:7][C:8]1[CH:13]=[CH:12][CH:11]=[CH:10][C:9]=1[NH:14][C:15](=[O:26])[C:16]1[CH:21]=[CH:20][C:19]([CH:22]([NH2:25])[CH2:23][OH:24])=[CH:18][CH:17]=1)([CH3:4])([CH3:3])[CH3:2].[CH3:28][O:29][C:30]1[CH:31]=[C:32]([CH:36]=[CH:37][C:38]=1[O:39][CH3:40])[C:33](Cl)=[O:34].CCN(CC)CC.[NH4+].[Cl-], predict the reaction product. The product is: [C:1]([O:5][C:6](=[O:27])[NH:7][C:8]1[CH:13]=[CH:12][CH:11]=[CH:10][C:9]=1[NH:14][C:15](=[O:26])[C:16]1[CH:17]=[CH:18][C:19]([CH:22]([NH:25][C:33](=[O:34])[C:32]2[CH:36]=[CH:37][C:38]([O:39][CH3:40])=[C:30]([O:29][CH3:28])[CH:31]=2)[CH2:23][OH:24])=[CH:20][CH:21]=1)([CH3:4])([CH3:2])[CH3:3]. (4) The product is: [NH2:24][C:28]1[N:29]=[CH:30][CH:31]=[CH:32][C:27]=1[C:26]([NH2:1])=[S:25]. Given the reactants [N:1]1SC=C2C=CC=CC=12.N1SC(C(=O)C(O)=O)=C2N=CC=CC=12.[N:24]1[S:25][CH:26]=[C:27]2[CH:32]=[CH:31][CH:30]=[N:29][C:28]=12.NC1N=CC=CC=1C#N.N.S, predict the reaction product.